This data is from Reaction yield outcomes from USPTO patents with 853,638 reactions. The task is: Predict the reaction yield, written as a fraction of the theoretical maximum amount of product (1.0 means a 100% yield; for example, 0.34 means a 34% yield). (1) The reactants are [CH3:1][C:2]1[N:36]=[C:5]2[N:6]([CH:29]3[CH2:34][CH2:33][C:32](=[O:35])[CH2:31][CH2:30]3)[C:7](=[O:28])[C:8]([CH2:13][C:14]3[CH:19]=[CH:18][C:17]([C:20]4[C:21]([C:26]#[N:27])=[CH:22][CH:23]=[CH:24][CH:25]=4)=[CH:16][CH:15]=3)=[C:9]([CH2:10][CH2:11][CH3:12])[N:4]2[N:3]=1.[CH3:37][CH:38]([OH:42])[CH:39](O)[CH3:40].[CH3:43]C1C=CC(S(O)(=O)=O)=CC=1.C(=O)([O-])O.[Na+].CC(OI1(OC(C)=O)(OC(C)=O)OC(=O)C2C=CC=CC1=2)=O.S([O-])([O-])(=O)=S.[Na+].[Na+]. The catalyst is C(#N)C.C1(C)C=CC=CC=1. The yield is 0.100. The product is [OH:42][C:38]([CH3:43])([CH3:37])[CH:39]([CH3:40])[O:35][C@H:32]1[CH2:31][CH2:30][C@H:29]([N:6]2[C:7](=[O:28])[C:8]([CH2:13][C:14]3[CH:15]=[CH:16][C:17]([C:20]4[C:21]([C:26]#[N:27])=[CH:22][CH:23]=[CH:24][CH:25]=4)=[CH:18][CH:19]=3)=[C:9]([CH2:10][CH2:11][CH3:12])[N:4]3[N:3]=[C:2]([CH3:1])[N:36]=[C:5]23)[CH2:34][CH2:33]1. (2) The reactants are [CH2:1]([NH:8][C:9](=O)[CH:10]([C:12]1[CH:17]=[CH:16][C:15]([OH:18])=[CH:14][CH:13]=1)[CH3:11])[C:2]1[CH:7]=[CH:6][CH:5]=[CH:4][CH:3]=1.B.O1CCCC1.O.[OH-].[Na+]. The catalyst is O1CCCC1. The product is [CH2:1]([NH:8][CH2:9][CH:10]([C:12]1[CH:17]=[CH:16][C:15]([OH:18])=[CH:14][CH:13]=1)[CH3:11])[C:2]1[CH:3]=[CH:4][CH:5]=[CH:6][CH:7]=1. The yield is 0.520. (3) The reactants are [Cl-].O[NH3+:3].[C:4](=[O:7])([O-])[OH:5].[Na+].CS(C)=O.[CH2:13]([C:17]1[N:18]=[C:19]([CH3:48])[N:20]([C:39]2[CH:44]=[CH:43][CH:42]=[C:41]([CH:45]3[CH2:47][CH2:46]3)[CH:40]=2)[C:21](=[O:38])[C:22]=1[CH2:23][C:24]1[CH:29]=[CH:28][C:27]([C:30]2[C:31]([C:36]#[N:37])=[CH:32][CH:33]=[CH:34][CH:35]=2)=[CH:26][CH:25]=1)[CH2:14][CH2:15][CH3:16]. The catalyst is O.C(OCC)(=O)C. The product is [CH2:13]([C:17]1[N:18]=[C:19]([CH3:48])[N:20]([C:39]2[CH:44]=[CH:43][CH:42]=[C:41]([CH:45]3[CH2:46][CH2:47]3)[CH:40]=2)[C:21](=[O:38])[C:22]=1[CH2:23][C:24]1[CH:25]=[CH:26][C:27]([C:30]2[CH:35]=[CH:34][CH:33]=[CH:32][C:31]=2[C:36]2[NH:3][C:4](=[O:7])[O:5][N:37]=2)=[CH:28][CH:29]=1)[CH2:14][CH2:15][CH3:16]. The yield is 0.470. (4) The reactants are [C:1]([O:5][C:6]([N:8]1[CH2:13][CH2:12][CH:11]([C:14]2[CH:19]=[CH:18][C:17]([NH:20][C:21]3[N:26]=[C:25](/[CH:27]=[CH:28]/[C:29]4[CH:30]=[C:31]([CH:36]=[CH:37][N:38]=4)[C:32]([O:34][CH3:35])=[O:33])[C:24]([C:39]([F:42])([F:41])[F:40])=[CH:23][N:22]=3)=[CH:16][CH:15]=2)[CH2:10][CH2:9]1)=[O:7])([CH3:4])([CH3:3])[CH3:2]. The catalyst is CO.[Pd]. The product is [C:1]([O:5][C:6]([N:8]1[CH2:13][CH2:12][CH:11]([C:14]2[CH:19]=[CH:18][C:17]([NH:20][C:21]3[N:26]=[C:25]([CH2:27][CH2:28][C:29]4[CH:30]=[C:31]([CH:36]=[CH:37][N:38]=4)[C:32]([O:34][CH3:35])=[O:33])[C:24]([C:39]([F:40])([F:41])[F:42])=[CH:23][N:22]=3)=[CH:16][CH:15]=2)[CH2:10][CH2:9]1)=[O:7])([CH3:4])([CH3:2])[CH3:3]. The yield is 0.630. (5) The reactants are [CH3:1][O:2][C:3](=[O:14])[C:4]1[CH:9]=[CH:8][C:7]([C:10]([NH:12][NH2:13])=[O:11])=[CH:6][CH:5]=1.CCN=C=NCCCN(C)C.Cl.C1C=CC2N(O)N=NC=2C=1.C(N(CC)CC)C.[C:44]([NH:47][CH2:48][C:49](O)=[O:50])(=[O:46])[CH3:45]. The catalyst is C(Cl)Cl. The product is [CH3:1][O:2][C:3](=[O:14])[C:4]1[CH:5]=[CH:6][C:7]([C:10]([NH:12][NH:13][C:49](=[O:50])[CH2:48][NH:47][C:44](=[O:46])[CH3:45])=[O:11])=[CH:8][CH:9]=1. The yield is 0.950. (6) The reactants are [ClH:1].O1CCOCC1.[N:8]1[CH:13]=[CH:12][CH:11]=[C:10]([O:14][CH2:15][CH:16]2[CH2:21][N:20](C(OC(C)(C)C)=O)[CH2:19][CH2:18][N:17]2[C:29]([O:31][CH:32]2[CH2:37][CH2:36][N:35]([C:38](=[O:40])[CH3:39])[CH2:34][CH2:33]2)=[O:30])[CH:9]=1. The catalyst is CO. The product is [ClH:1].[ClH:1].[N:8]1[CH:13]=[CH:12][CH:11]=[C:10]([O:14][CH2:15][CH:16]2[CH2:21][NH:20][CH2:19][CH2:18][N:17]2[C:29]([O:31][CH:32]2[CH2:37][CH2:36][N:35]([C:38](=[O:40])[CH3:39])[CH2:34][CH2:33]2)=[O:30])[CH:9]=1. The yield is 0.970. (7) The reactants are [CH3:1][O:2][C:3]1[CH:8]=[CH:7][C:6]([C:9]2([O:19]C)C(OC)=CC=C(CO)C2)=[CH:5][C:4]=1[N+:21]([O-:23])=[O:22].[CH3:24][O:25][C:26]1[CH:27]=[C:28](Br)[CH:29]=[C:30]([O:32][CH3:33])[CH:31]=1.[Mg].COC1C=CC(C=O)=CC=1[N+]([O-])=O. No catalyst specified. The product is [CH3:1][O:2][C:3]1[CH:8]=[CH:7][C:6]([CH:9]([C:28]2[CH:27]=[C:26]([O:25][CH3:24])[CH:31]=[C:30]([O:32][CH3:33])[CH:29]=2)[OH:19])=[CH:5][C:4]=1[N+:21]([O-:23])=[O:22]. The yield is 0.600. (8) The reactants are ClC1C=CC(N[N:9]=[C:10]([C:16](=[O:18])[CH3:17])[C:11]([O:13][CH2:14][CH3:15])=[O:12])=CC=1.[CH3:19][C:20]1[CH:26]=[C:25]([CH3:27])[CH:24]=[CH:23][C:21]=1[NH2:22]. No catalyst specified. The product is [CH3:19][C:20]1[CH:26]=[C:25]([CH3:27])[CH:24]=[CH:23][C:21]=1[NH:22][N:9]=[C:10]([C:16](=[O:18])[CH3:17])[C:11]([O:13][CH2:14][CH3:15])=[O:12]. The yield is 0.940. (9) The reactants are [C:1]1([C:7]([C:17]2[CH:22]=[CH:21][CH:20]=[CH:19][CH:18]=2)=[CH:8][C:9]2[CH:14]=[C:13]([Br:15])[CH:12]=[C:11](Br)[CH:10]=2)[CH:6]=[CH:5][CH:4]=[CH:3][CH:2]=1.[C:23]1(B(O)O)[C:32]2[C:27](=[CH:28][CH:29]=[CH:30][CH:31]=2)[CH:26]=[CH:25][CH:24]=1.C(=O)([O-])[O-].[Na+].[Na+]. The catalyst is C1C=CC([P]([Pd]([P](C2C=CC=CC=2)(C2C=CC=CC=2)C2C=CC=CC=2)([P](C2C=CC=CC=2)(C2C=CC=CC=2)C2C=CC=CC=2)[P](C2C=CC=CC=2)(C2C=CC=CC=2)C2C=CC=CC=2)(C2C=CC=CC=2)C2C=CC=CC=2)=CC=1.C1(C)C=CC=CC=1. The product is [C:1]1([C:7]([C:17]2[CH:22]=[CH:21][CH:20]=[CH:19][CH:18]=2)=[CH:8][C:9]2[CH:14]=[C:13]([Br:15])[CH:12]=[C:11]([C:23]3[C:32]4[C:27](=[CH:28][CH:29]=[CH:30][CH:31]=4)[CH:26]=[CH:25][CH:24]=3)[CH:10]=2)[CH:2]=[CH:3][CH:4]=[CH:5][CH:6]=1. The yield is 0.600.